From a dataset of Reaction yield outcomes from USPTO patents with 853,638 reactions. Predict the reaction yield, written as a fraction of the theoretical maximum amount of product (1.0 means a 100% yield; for example, 0.34 means a 34% yield). (1) The reactants are [S-:1][C:2]#[N:3].[K+].[CH3:5][O:6][C:7]1[N:12]=[CH:11][C:10]([NH2:13])=[CH:9][CH:8]=1.BrBr.O. The catalyst is C(O)(=O)C. The product is [CH3:5][O:6][C:7]1[N:12]=[C:11]2[S:1][C:2]([NH2:3])=[N:13][C:10]2=[CH:9][CH:8]=1. The yield is 0.331. (2) The reactants are Cl[C:2]1[N:10]=[CH:9][N:8]=[C:7]2[C:3]=1[N:4]=[C:5]([C:17]1[CH:22]=[CH:21][CH:20]=[CH:19][CH:18]=1)[N:6]2[C:11]1[CH:16]=[CH:15][CH:14]=[CH:13][CH:12]=1.[NH2:23][CH2:24][CH2:25][CH2:26][OH:27]. The catalyst is O1CCOCC1. The product is [C:17]1([C:5]2[N:6]([C:11]3[CH:16]=[CH:15][CH:14]=[CH:13][CH:12]=3)[C:7]3[C:3]([N:4]=2)=[C:2]([NH:23][CH2:24][CH2:25][CH2:26][OH:27])[N:10]=[CH:9][N:8]=3)[CH:22]=[CH:21][CH:20]=[CH:19][CH:18]=1. The yield is 0.980. (3) The reactants are [CH2:1]1[CH2:6][CH2:5][CH2:4][CH2:3][CH2:2]1.[OH:7]N1[C:12](=[O:13])[C:11]2=[CH:14][CH:15]=[CH:16][CH:17]=[C:10]2C1=O.[O:19]=O.N#N. The catalyst is O.O.O.O.C([O-])(=O)C.[Co+2].C([O-])(=O)C.CC(CC(C)=O)=O.CC(CC(C)=O)=O.CC(CC(C)=O)=O.[Co].C(O)(=O)C. The product is [C:1]1(=[O:7])[CH2:6][CH2:5][CH2:4][CH2:3][CH2:2]1.[CH:10]1([OH:19])[CH2:11][CH2:14][CH2:15][CH2:16][CH2:17]1.[C:12]([O:13][CH:1]1[CH2:6][CH2:5][CH2:4][CH2:3][CH2:2]1)(=[O:19])[CH3:11]. The yield is 0.578. (4) The reactants are C1(C(C2C=CC=CC=2)[N:8]2[C:16]3[C:11](=[CH:12][CH:13]=[CH:14][CH:15]=3)[C:10]3([C:20]4=[CH:21][C:22]5[O:26][CH2:25][O:24][C:23]=5[CH:27]=[C:19]4[O:18][CH2:17]3)[C:9]2=[O:28])C=CC=CC=1.[H][H]. The catalyst is CCOC(C)=O.C(O)(=O)C.[Pd]. The product is [NH:8]1[C:16]2[C:11](=[CH:12][CH:13]=[CH:14][CH:15]=2)[C:10]2([C:20]3=[CH:21][C:22]4[O:26][CH2:25][O:24][C:23]=4[CH:27]=[C:19]3[O:18][CH2:17]2)[C:9]1=[O:28]. The yield is 0.660. (5) The reactants are [Cl:1][C:2]1[N:3]=[C:4]([C:9]([NH:11][C:12]2[CH:17]=[CH:16][C:15]([C:18]3[S:19][C:20]([C:23]([O:25]CC)=[O:24])=[CH:21][N:22]=3)=[CH:14][CH:13]=2)=[O:10])[NH:5][C:6]=1[CH2:7][CH3:8].[OH-].[Li+]. The catalyst is CO.ClCCl. The product is [Cl:1][C:2]1[N:3]=[C:4]([C:9]([NH:11][C:12]2[CH:17]=[CH:16][C:15]([C:18]3[S:19][C:20]([C:23]([OH:25])=[O:24])=[CH:21][N:22]=3)=[CH:14][CH:13]=2)=[O:10])[NH:5][C:6]=1[CH2:7][CH3:8]. The yield is 0.800. (6) The reactants are [O:1]=[C:2]([CH:7]1[CH2:12][CH2:11][CH2:10][NH:9][N:8]1[CH2:13][C:14]1[CH:19]=[CH:18][CH:17]=[CH:16][CH:15]=1)[C:3]([O:5]C)=O.[CH3:20][C:21]([Mg]Cl)([CH3:24])[CH2:22][CH3:23].[Cl-].[NH4+]. The catalyst is C1COCC1. The product is [CH3:20][C:21]([CH3:24])([CH2:22][CH3:23])[C:3](=[O:5])[C:2]([CH:7]1[CH2:12][CH2:11][CH2:10][NH:9][N:8]1[CH2:13][C:14]1[CH:19]=[CH:18][CH:17]=[CH:16][CH:15]=1)=[O:1]. The yield is 0.690. (7) The reactants are [CH3:1][O-:2].[Na+].[Na].Cl[C:6]1[CH:17]=[CH:16][C:15]([N+:18]([O-:20])=[O:19])=[CH:14][C:7]=1[C:8]([NH:10][CH2:11][CH2:12][OH:13])=[O:9]. The catalyst is CO. The product is [OH:13][CH2:12][CH2:11][NH:10][C:8](=[O:9])[C:7]1[CH:14]=[C:15]([N+:18]([O-:20])=[O:19])[CH:16]=[CH:17][C:6]=1[O:2][CH3:1]. The yield is 0.350.